This data is from Forward reaction prediction with 1.9M reactions from USPTO patents (1976-2016). The task is: Predict the product of the given reaction. (1) The product is: [C:45]([S:49][S:50][CH2:51][CH:52]([NH:66][C:67](=[O:73])[O:68][CH2:69][CH:70]([CH3:71])[CH3:72])[C:53]([NH:55][CH:56]1[CH2:57][CH2:58][N:59]([P:62]([Cl:64])([O:1][CH2:2][C@H:3]2[O:4][C@@H:5]([N:28]3[CH:33]=[C:32]([CH3:34])[C:31](=[O:35])[NH:30][C:29]3=[O:36])[CH2:6][N:7]([C:9]([C:10]3[CH:15]=[CH:14][CH:13]=[CH:12][CH:11]=3)([C:16]3[CH:21]=[CH:20][CH:19]=[CH:18][CH:17]=3)[C:22]3[CH:23]=[CH:24][CH:25]=[CH:26][CH:27]=3)[CH2:8]2)=[O:63])[CH2:60][CH2:61]1)=[O:54])([CH3:48])([CH3:47])[CH3:46]. Given the reactants [OH:1][CH2:2][C@@H:3]1[CH2:8][N:7]([C:9]([C:22]2[CH:27]=[CH:26][CH:25]=[CH:24][CH:23]=2)([C:16]2[CH:21]=[CH:20][CH:19]=[CH:18][CH:17]=2)[C:10]2[CH:15]=[CH:14][CH:13]=[CH:12][CH:11]=2)[CH2:6][C@H:5]([N:28]2[CH:33]=[C:32]([CH3:34])[C:31](=[O:35])[NH:30][C:29]2=[O:36])[O:4]1.N1C(C)=CC=CC=1C.[C:45]([S:49][S:50][CH2:51][CH:52]([NH:66][C:67](=[O:73])[O:68][CH2:69][CH:70]([CH3:72])[CH3:71])[C:53]([NH:55][CH:56]1[CH2:61][CH2:60][N:59]([P:62](Cl)([Cl:64])=[O:63])[CH2:58][CH2:57]1)=[O:54])([CH3:48])([CH3:47])[CH3:46], predict the reaction product. (2) Given the reactants [NH:1]1[CH:5]=[CH:4][N:3]=[C:2]1[CH2:6][NH:7][CH2:8][C:9]1[CH:27]=[CH:26][C:12]([CH2:13][N:14]([CH3:25])[CH2:15][CH2:16][CH2:17][CH2:18][N:19]2[CH2:24][CH2:23][CH2:22][CH2:21][CH2:20]2)=[CH:11][CH:10]=1.[CH3:28][N:29]1[CH:33]=[CH:32][N:31]=[C:30]1[CH:34]=O.C([BH3-])#N.[Na+].C(O)(=O)C, predict the reaction product. The product is: [NH:1]1[CH:5]=[CH:4][N:3]=[C:2]1[CH2:6][N:7]([CH2:8][C:9]1[CH:10]=[CH:11][C:12]([CH2:13][N:14]([CH3:25])[CH2:15][CH2:16][CH2:17][CH2:18][N:19]2[CH2:24][CH2:23][CH2:22][CH2:21][CH2:20]2)=[CH:26][CH:27]=1)[CH2:34][C:30]1[N:29]([CH3:28])[CH:33]=[CH:32][N:31]=1. (3) Given the reactants C1(P(C2C=CC=CC=2)C2C=CC=CC=2)C=CC=CC=1.[I:20]I.N1C=CN=C1.[CH3:27][C@H:28]([CH2:31][CH2:32][CH2:33][CH:34]([CH3:36])[CH3:35])[CH2:29]O, predict the reaction product. The product is: [I:20][CH2:29][C@H:28]([CH3:27])[CH2:31][CH2:32][CH2:33][CH:34]([CH3:36])[CH3:35]. (4) Given the reactants Cl.[C:2]([N:10]1[CH2:15][CH2:14][NH:13][C@H:12]([CH3:16])[CH2:11]1)(=[O:9])[C:3]1[CH:8]=[CH:7][CH:6]=[CH:5][CH:4]=1.[NH2:17][C:18]1[NH:19][C:20](=O)[C:21]2[N:27]=[C:26]([C:28]3[CH:33]=[CH:32][C:31]([F:34])=[CH:30][CH:29]=3)[CH:25]=[CH:24][C:22]=2[N:23]=1.C1CCN2C(=NCCC2)CC1, predict the reaction product. The product is: [NH2:17][C:18]1[N:19]=[C:20]([N:13]2[CH2:14][CH2:15][N:10]([C:2](=[O:9])[C:3]3[CH:4]=[CH:5][CH:6]=[CH:7][CH:8]=3)[CH2:11][C@H:12]2[CH3:16])[C:21]2[N:27]=[C:26]([C:28]3[CH:33]=[CH:32][C:31]([F:34])=[CH:30][CH:29]=3)[CH:25]=[CH:24][C:22]=2[N:23]=1. (5) Given the reactants [CH3:1][C:2]([NH:14][C@@H:15]1[CH2:19][C@H:18]([C:20]2[CH:25]=[CH:24][CH:23]=[C:22]([O:26][C:27]([F:30])([F:29])[F:28])[CH:21]=2)[N:17]([C:31]2[CH:36]=[CH:35][C:34](Br)=[CH:33][CH:32]=2)[C:16]1=[O:38])([C:4]1[CH:5]=[N:6][C:7]([C:10]([F:13])([F:12])[F:11])=[CH:8][CH:9]=1)[CH3:3].[CH:39]1(B(O)O)[CH2:41][CH2:40]1.C1(P(C2CCCCC2)C2CCCCC2)CCCCC1, predict the reaction product. The product is: [CH3:1][C:2]([NH:14][C@@H:15]1[CH2:19][C@H:18]([C:20]2[CH:25]=[CH:24][CH:23]=[C:22]([O:26][C:27]([F:30])([F:29])[F:28])[CH:21]=2)[N:17]([C:31]2[CH:36]=[CH:35][C:34]([CH:39]3[CH2:41][CH2:40]3)=[CH:33][CH:32]=2)[C:16]1=[O:38])([C:4]1[CH:5]=[N:6][C:7]([C:10]([F:13])([F:12])[F:11])=[CH:8][CH:9]=1)[CH3:3]. (6) Given the reactants [Cl:1][C:2]1[CH:3]=[N:4][C:5]2[N:6]([N:8]=[C:9]([C:11]([OH:13])=O)[CH:10]=2)[CH:7]=1.[F:14][C:15]([F:29])([F:28])[C:16]1[CH:21]=[CH:20][C:19]([C:22]2[CH2:23][CH2:24][NH:25][CH2:26][CH:27]=2)=[CH:18][CH:17]=1, predict the reaction product. The product is: [Cl:1][C:2]1[CH:3]=[N:4][C:5]2[N:6]([N:8]=[C:9]([C:11]([N:25]3[CH2:24][CH:23]=[C:22]([C:19]4[CH:20]=[CH:21][C:16]([C:15]([F:14])([F:28])[F:29])=[CH:17][CH:18]=4)[CH2:27][CH2:26]3)=[O:13])[CH:10]=2)[CH:7]=1.